From a dataset of Reaction yield outcomes from USPTO patents with 853,638 reactions. Predict the reaction yield, written as a fraction of the theoretical maximum amount of product (1.0 means a 100% yield; for example, 0.34 means a 34% yield). (1) The reactants are N(C(OC(C)C)=O)=NC(OC(C)C)=O.[Si:15]([O:22][C@H:23]([C@@H:25](O)[CH2:26][CH2:27][CH3:28])[CH3:24])([C:18]([CH3:21])([CH3:20])[CH3:19])([CH3:17])[CH3:16].[C:30]([Si:34]([CH3:44])([CH3:43])[O:35][C@@H:36]([CH2:40][CH2:41][CH3:42])[C@@H:37](O)[CH3:38])([CH3:33])([CH3:32])[CH3:31].C1(P(C2C=CC=CC=2)C2C=CC=CC=2)C=CC=CC=1.[Cl:64][C:65]1[N:73]=[CH:72][N:71]=[C:70]2[C:66]=1[N:67]=[CH:68][NH:69]2. The catalyst is O1CCCC1. The product is [Si:15]([O:22][C@H:23]([C@H:25]([N:69]1[CH:68]=[N:67][C:66]2[C:70]1=[N:71][CH:72]=[N:73][C:65]=2[Cl:64])[CH2:26][CH2:27][CH3:28])[CH3:24])([C:18]([CH3:21])([CH3:20])[CH3:19])([CH3:17])[CH3:16].[Si:34]([O:35][C@@H:36]([CH2:40][CH2:41][CH3:42])[C@@H:37]([N:69]1[CH:68]=[N:67][C:66]2[C:70]1=[N:71][CH:72]=[N:73][C:65]=2[Cl:64])[CH3:38])([C:30]([CH3:33])([CH3:32])[CH3:31])([CH3:44])[CH3:43]. The yield is 0.110. (2) The reactants are F[C:2]1[C:9]([F:10])=[CH:8][CH:7]=[CH:6][C:3]=1[C:4]#[N:5].CS(CCO)(=O)=[O:13].[H-].[Na+]. The catalyst is CN(C=O)C. The product is [F:10][C:9]1[C:2]([OH:13])=[C:3]([CH:6]=[CH:7][CH:8]=1)[C:4]#[N:5]. The yield is 1.00.